Dataset: Catalyst prediction with 721,799 reactions and 888 catalyst types from USPTO. Task: Predict which catalyst facilitates the given reaction. (1) Reactant: [CH2:1]([C@H:8]1[C:37](=[O:38])[N:36]([CH3:39])[C@@H:35]([CH2:40][CH:41]([CH3:43])[CH3:42])[C:34](=[O:44])[NH:33][C@@H:32]([C@H:45]([OH:47])[CH3:46])[C:31](=[O:48])[N:30]([CH3:49])[CH2:29][C:28](=[O:50])[N:27]([CH3:51])[C@@H:26]([CH2:52][CH:53]([CH3:55])[CH3:54])[C:25](=[O:56])[NH:24][C@@H:23]([CH2:57][O:58][C:59]([CH3:62])([CH3:61])[CH3:60])[C:22](=[O:63])[N:21]([CH3:64])[C@@H:20]([C@H:65]([CH2:67][CH3:68])[CH3:66])[C:19](=[O:69])[NH:18][C@H:17]([C:70]([N:72]2[CH2:77][CH2:76][CH2:75][CH2:74][CH2:73]2)=[O:71])[CH2:16]S[CH2:14][C:13](=[O:78])[N:12]([CH3:79])[C@@H:11]([CH3:80])[C:10](=[O:81])[N:9]1[CH3:82])[C:2]1[CH:7]=[CH:6][CH:5]=[CH:4][CH:3]=1.O.O[O:85][S:86]([O-:88])=O.[K+].CS(C)=O. Product: [CH2:1]([CH:8]1[C:37](=[O:38])[N:36]([CH3:39])[CH:35]([CH2:40][CH:41]([CH3:42])[CH3:43])[C:34](=[O:44])[NH:33][CH:32]([C@H:45]([OH:47])[CH3:46])[C:31](=[O:48])[N:30]([CH3:49])[CH2:29][C:28](=[O:50])[N:27]([CH3:51])[CH:26]([CH2:52][CH:53]([CH3:54])[CH3:55])[C:25](=[O:56])[NH:24][CH:23]([CH2:57][O:58][C:59]([CH3:60])([CH3:62])[CH3:61])[C:22](=[O:63])[N:21]([CH3:64])[CH:20]([C@H:65]([CH2:67][CH3:68])[CH3:66])[C:19](=[O:69])[NH:18][CH:17]([C:70]([N:72]2[CH2:77][CH2:76][CH2:75][CH2:74][CH2:73]2)=[O:71])[CH2:16][S:86](=[O:88])(=[O:85])[CH2:14][C:13](=[O:78])[N:12]([CH3:79])[CH:11]([CH3:80])[C:10](=[O:81])[N:9]1[CH3:82])[C:2]1[CH:3]=[CH:4][CH:5]=[CH:6][CH:7]=1. The catalyst class is: 5. (2) Reactant: [CH3:1][NH:2][C:3]1[CH2:7][S:6][C:5](=[O:8])[N:4]=1.CC(C)([O-])C.[K+].[CH:15]([C:17]1[C:18]([O:36][CH3:37])=[C:19]([CH:33]=[CH:34][CH:35]=1)[O:20][C:21]1[CH:28]=[CH:27][C:24]([C:25]#[N:26])=[CH:23][C:22]=1[C:29]([F:32])([F:31])[F:30])=O.[Cl-].[NH4+]. Product: [CH3:37][O:36][C:18]1[C:17](/[CH:15]=[C:7]2/[C:3]([NH:2][CH3:1])=[N:4][C:5](=[O:8])[S:6]/2)=[CH:35][CH:34]=[CH:33][C:19]=1[O:20][C:21]1[CH:28]=[CH:27][C:24]([C:25]#[N:26])=[CH:23][C:22]=1[C:29]([F:30])([F:32])[F:31]. The catalyst class is: 8. (3) Reactant: [C:1]([C:3]1[CH:8]=[CH:7][C:6]([CH:9]2[CH2:14][CH2:13][N:12]([C:15]([C:17]3[CH:18]=[CH:19][C:20]([CH3:33])=[C:21]([NH:23][S:24]([CH:27]([CH3:32])[C:28](OC)=[O:29])(=[O:26])=[O:25])[CH:22]=3)=[O:16])[CH2:11][CH2:10]2)=[CH:5][CH:4]=1)#[N:2].[BH4-].[Li+]. Product: [C:1]([C:3]1[CH:8]=[CH:7][C:6]([CH:9]2[CH2:10][CH2:11][N:12]([C:15]([C:17]3[CH:18]=[CH:19][C:20]([CH3:33])=[C:21]([NH:23][S:24]([CH:27]([CH3:32])[CH2:28][OH:29])(=[O:26])=[O:25])[CH:22]=3)=[O:16])[CH2:13][CH2:14]2)=[CH:5][CH:4]=1)#[N:2]. The catalyst class is: 49. (4) Reactant: [CH3:1][O:2][C:3]1[CH:12]=[C:11]2[C:6]([C:7]([CH3:23])=[CH:8][C:9](=[O:22])[N:10]2[CH2:13][CH2:14][CH:15]2[CH2:20][CH2:19][C:18](=O)[CH2:17][CH2:16]2)=[CH:5][CH:4]=1.C([O-])(=O)C.[NH4+].C([BH3-])#[N:30].[Na+]. The catalyst class is: 8. Product: [NH2:30][CH:18]1[CH2:19][CH2:20][CH:15]([CH2:14][CH2:13][N:10]2[C:11]3[C:6](=[CH:5][CH:4]=[C:3]([O:2][CH3:1])[CH:12]=3)[C:7]([CH3:23])=[CH:8][C:9]2=[O:22])[CH2:16][CH2:17]1. (5) Reactant: [F:1][C:2]1[CH:7]=[CH:6][C:5]([C:8]2[S:9][C:10]([C:13]([C:15]3[CH:20]=[CH:19][N:18]=[CH:17][CH:16]=3)=[O:14])=[CH:11][N:12]=2)=[CH:4][CH:3]=1.[CH:21]([Mg]Br)([CH3:23])[CH3:22]. Product: [F:1][C:2]1[CH:3]=[CH:4][C:5]([C:8]2[S:9][C:10]([C:13]([C:15]3[CH:16]=[CH:17][N:18]=[CH:19][CH:20]=3)([OH:14])[CH:21]([CH3:23])[CH3:22])=[CH:11][N:12]=2)=[CH:6][CH:7]=1. The catalyst class is: 1. (6) Reactant: [Cl:1][C:2]1[CH:7]=[CH:6][CH:5]=[C:4]([Cl:8])[C:3]=1[C:9]1[C:13]([CH2:14][O:15][C:16]2[CH:35]=[CH:34][C:19]3[N:20]([CH2:23][C:24]4[CH:25]=[C:26]([CH:31]=[CH:32][CH:33]=4)[C:27]([O:29]C)=[O:28])[CH:21]=[N:22][C:18]=3[CH:17]=2)=[C:12]([CH:36]([CH3:38])[CH3:37])[O:11][N:10]=1.[OH-].[Li+]. Product: [Cl:1][C:2]1[CH:7]=[CH:6][CH:5]=[C:4]([Cl:8])[C:3]=1[C:9]1[C:13]([CH2:14][O:15][C:16]2[CH:35]=[CH:34][C:19]3[N:20]([CH2:23][C:24]4[CH:25]=[C:26]([CH:31]=[CH:32][CH:33]=4)[C:27]([OH:29])=[O:28])[CH:21]=[N:22][C:18]=3[CH:17]=2)=[C:12]([CH:36]([CH3:38])[CH3:37])[O:11][N:10]=1. The catalyst class is: 12. (7) Reactant: C([O:3][C:4](=[O:18])[C:5]1[C:10]([O:11][CH2:12][CH3:13])=[CH:9][C:8]([C:14]([CH3:17])([CH3:16])[CH3:15])=[N:7][CH:6]=1)C.[OH-].[K+]. Product: [C:14]([C:8]1[CH:9]=[C:10]([O:11][CH2:12][CH3:13])[C:5]([C:4]([OH:18])=[O:3])=[CH:6][N:7]=1)([CH3:17])([CH3:15])[CH3:16]. The catalyst class is: 40. (8) Reactant: [CH:1]1([C:9]2[CH:14]=[C:13]([CH2:15]O)[CH:12]=[CH:11][C:10]=2[C:17]2[CH:22]=[C:21]([O:23][CH3:24])[CH:20]=[CH:19][C:18]=2[F:25])[CH2:8][CH2:7][CH2:6][CH2:5][CH2:4][CH2:3][CH2:2]1.S(Cl)([Cl:28])=O. Product: [Cl:28][CH2:15][C:13]1[CH:12]=[CH:11][C:10]([C:17]2[CH:22]=[C:21]([O:23][CH3:24])[CH:20]=[CH:19][C:18]=2[F:25])=[C:9]([CH:1]2[CH2:2][CH2:3][CH2:4][CH2:5][CH2:6][CH2:7][CH2:8]2)[CH:14]=1. The catalyst class is: 59. (9) Reactant: [Cl:1][C:2]1[C:7]([Cl:8])=[C:6]([C:9]([OH:16])([CH2:14][CH3:15])[C:10]([F:13])([F:12])[F:11])[CH:5]=[CH:4][C:3]=1[C:17]1[S:21][C:20]([C:22]([OH:24])=O)=[N:19][C:18]=1[C:25](=[O:31])[N:26]([CH2:29][CH3:30])[CH2:27][CH3:28].[NH2:32][CH2:33][C:34]([CH3:37])([OH:36])[CH3:35].CN(C(ON1N=NC2C=CC=NC1=2)=[N+](C)C)C.F[P-](F)(F)(F)(F)F.CCN(C(C)C)C(C)C. Product: [Cl:1][C:2]1[C:7]([Cl:8])=[C:6]([C:9]([OH:16])([CH2:14][CH3:15])[C:10]([F:11])([F:12])[F:13])[CH:5]=[CH:4][C:3]=1[C:17]1[S:21][C:20]([C:22]([NH:32][CH2:33][C:34]([OH:36])([CH3:37])[CH3:35])=[O:24])=[N:19][C:18]=1[C:25]([N:26]([CH2:29][CH3:30])[CH2:27][CH3:28])=[O:31]. The catalyst class is: 34. (10) Reactant: C([O:3][C:4]([CH:6]1[CH2:11][CH2:10][CH2:9][N:8]([CH:12]2[CH2:17][CH2:16][N:15]([CH2:18][CH2:19][C:20]3[CH:25]=[CH:24][C:23]([O:26][CH2:27][CH2:28][C:29]4[CH:34]=[CH:33][CH:32]=[CH:31][CH:30]=4)=[CH:22][CH:21]=3)[CH2:14][CH2:13]2)[CH2:7]1)=[O:5])C. Product: [CH2:27]([O:26][C:23]1[CH:22]=[CH:21][C:20]([CH2:19][CH2:18][N:15]2[CH2:16][CH2:17][CH:12]([N:8]3[CH2:9][CH2:10][CH2:11][CH:6]([C:4]([OH:5])=[O:3])[CH2:7]3)[CH2:13][CH2:14]2)=[CH:25][CH:24]=1)[CH2:28][C:29]1[CH:30]=[CH:31][CH:32]=[CH:33][CH:34]=1. The catalyst class is: 1.